From a dataset of Reaction yield outcomes from USPTO patents with 853,638 reactions. Predict the reaction yield, written as a fraction of the theoretical maximum amount of product (1.0 means a 100% yield; for example, 0.34 means a 34% yield). (1) The reactants are [Cl:1][C:2]1[CH:7]=[C:6]([NH:8][C:9]2[C:18]3[C:13](=[CH:14][CH:15]=[CH:16][C:17]=3F)[N:12]=[CH:11][N:10]=2)[CH:5]=[CH:4][C:3]=1[OH:20].[NH2:21][C@H:22]([CH3:25])[CH2:23][OH:24]. No catalyst specified. The product is [NH2:21][C@H:22]([CH3:25])[CH2:23][O:24][C:17]1[CH:16]=[CH:15][CH:14]=[C:13]2[C:18]=1[C:9]([NH:8][C:6]1[CH:5]=[CH:4][C:3]([OH:20])=[C:2]([Cl:1])[CH:7]=1)=[N:10][CH:11]=[N:12]2. The yield is 1.00. (2) The reactants are C[O:2][C:3]([C:5]1[C:13]([NH:14][C:15]2[CH:20]=[CH:19][C:18]([Br:21])=[CH:17][C:16]=2[CH3:22])=[C:12]([F:23])[C:8]2[NH:9][CH:10]=[N:11][C:7]=2[CH:6]=1)=[O:4].[OH-].[Na+].Cl. The catalyst is CO.C(OCC)(=O)C.O. The product is [F:23][C:12]1[C:8]2[NH:9][CH:10]=[N:11][C:7]=2[CH:6]=[C:5]([C:3]([OH:4])=[O:2])[C:13]=1[NH:14][C:15]1[CH:20]=[CH:19][C:18]([Br:21])=[CH:17][C:16]=1[CH3:22]. The yield is 0.950. (3) The reactants are [Br:1][C:2]1[CH:7]=[C:6]([F:8])[CH:5]=[CH:4][C:3]=1[CH:9]1[C:14]([C:15]([O:17][CH2:18][CH3:19])=[O:16])=[C:13]([CH2:20]Br)[NH:12][C:11]([C:22]2[N:26]=[CH:25][NH:24][N:23]=2)=[N:10]1.Cl.[NH:28]1[CH2:33][CH2:32][O:31][C@H:30]([C:34]([OH:37])([CH3:36])[CH3:35])[CH2:29]1. No catalyst specified. The product is [Br:1][C:2]1[CH:7]=[C:6]([F:8])[CH:5]=[CH:4][C:3]=1[CH:9]1[C:14]([C:15]([O:17][CH2:18][CH3:19])=[O:16])=[C:13]([CH2:20][N:28]2[CH2:33][CH2:32][O:31][C@H:30]([C:34]([OH:37])([CH3:36])[CH3:35])[CH2:29]2)[NH:12][C:11]([C:22]2[N:26]=[CH:25][NH:24][N:23]=2)=[N:10]1. The yield is 0.220. (4) The reactants are [C:1]1([N:7]2[C:11]([NH:12][C:13](=[O:15])[O-])=[CH:10][CH:9]=[N:8]2)[CH:6]=[CH:5][CH:4]=[CH:3][CH:2]=1.[CH3:16][O:17][C:18]1[CH:19]=[C:20]2[C:25](=[CH:26][C:27]=1[O:28][CH2:29][CH2:30][O:31][CH3:32])[N:24]=[CH:23][N:22]=[C:21]2[O:33][C:34]1[CH:35]=[C:36]([CH:38]=[CH:39][CH:40]=1)[NH2:37].C(N(CC)[CH:45]([CH3:47])[CH3:46])(C)C.C1C[O:53][CH2:52][CH2:51]1. No catalyst specified. The product is [CH2:52]([O:53][C:45]([C:9]1[CH:10]=[C:11]([NH:12][C:13]([NH:37][C:36]2[CH:38]=[CH:39][CH:40]=[C:34]([O:33][C:21]3[C:20]4[C:25](=[CH:26][C:27]([O:28][CH2:29][CH2:30][O:31][CH3:32])=[C:18]([O:17][CH3:16])[CH:19]=4)[N:24]=[CH:23][N:22]=3)[CH:35]=2)=[O:15])[N:7]([C:1]2[CH:2]=[CH:3][CH:4]=[CH:5][CH:6]=2)[N:8]=1)([CH3:46])[CH3:47])[CH3:51]. The yield is 0.570. (5) The reactants are [C:1]([C:5]1[O:9]N=C(NC(NC2C=CC(OC3C=CC(OCC)=CN=3)=CC=2)=O)C=1)(C)(C)C.[C:30]([C:34]1[O:38][N:37]=[C:36]([NH:39][C:40]([NH:42][C:43]2[CH:48]=[CH:47][C:46]([O:49][C:50]3[CH:51]=[CH:52][C:53](=[O:56])N[CH:55]=3)=[CH:45][CH:44]=2)=[O:41])[CH:35]=1)([CH3:33])([CH3:32])[CH3:31].I[CH2:58]C. The catalyst is C1C=CC=CC=1. The product is [C:30]([C:34]1[O:38][N:37]=[C:36]([NH:39][C:40]([NH:42][C:43]2[CH:48]=[CH:47][C:46]([O:49][C:50]3[CH:51]=[CH:52][C:53]([O:56][C:5](=[O:9])[CH3:1])=[CH:58][CH:55]=3)=[CH:45][CH:44]=2)=[O:41])[CH:35]=1)([CH3:32])([CH3:33])[CH3:31]. The yield is 0.380. (6) The reactants are C(NC1C=CC(C2C=C3C(CN([C@@H](C(C)C)C(O)=O)C3=O)=CC=2)=CC=1)(=O)C1C=CC=CC=1.[F:33][C:34]1[CH:66]=[CH:65][CH:64]=[C:63]([C:67]([F:70])([F:69])[F:68])[C:35]=1[C:36]([NH:38][C:39]1[CH:44]=[CH:43][C:42]([C:45]2[CH:53]=[C:52]3[C:48]([CH2:49][N:50]([C@@H:55]([CH:60]([CH3:62])[CH3:61])[C:56]([O:58]C)=[O:57])[C:51]3=[O:54])=[CH:47][CH:46]=2)=[CH:41][CH:40]=1)=[O:37]. No catalyst specified. The product is [F:33][C:34]1[CH:66]=[CH:65][CH:64]=[C:63]([C:67]([F:70])([F:68])[F:69])[C:35]=1[C:36]([NH:38][C:39]1[CH:44]=[CH:43][C:42]([C:45]2[CH:53]=[C:52]3[C:48]([CH2:49][N:50]([C@@H:55]([CH:60]([CH3:62])[CH3:61])[C:56]([OH:58])=[O:57])[C:51]3=[O:54])=[CH:47][CH:46]=2)=[CH:41][CH:40]=1)=[O:37]. The yield is 0.620. (7) The reactants are [NH2:1][C:2]1[C:3]2[C:10]([C:11]3[CH:16]=[CH:15][C:14]([O:17][C:18]4[CH:23]=[CH:22][CH:21]=[CH:20][CH:19]=4)=[CH:13][CH:12]=3)=[C:9](Br)[N:8]([C@@H:25]3[CH2:29][CH2:28][N:27]([C:30]([O:32][C:33]([CH3:36])([CH3:35])[CH3:34])=[O:31])[CH2:26]3)[C:4]=2[N:5]=[CH:6][N:7]=1.[CH3:37]B(O)O.C1(P(C2CCCCC2)C2CCCCC2)CCCCC1. The catalyst is C1(C)C=CC=CC=1.C1C=CC(/C=C/C(/C=C/C2C=CC=CC=2)=O)=CC=1.C1C=CC(/C=C/C(/C=C/C2C=CC=CC=2)=O)=CC=1.C1C=CC(/C=C/C(/C=C/C2C=CC=CC=2)=O)=CC=1.[Pd].[Pd]. The product is [NH2:1][C:2]1[C:3]2[C:10]([C:11]3[CH:16]=[CH:15][C:14]([O:17][C:18]4[CH:23]=[CH:22][CH:21]=[CH:20][CH:19]=4)=[CH:13][CH:12]=3)=[C:9]([CH3:37])[N:8]([C@@H:25]3[CH2:29][CH2:28][N:27]([C:30]([O:32][C:33]([CH3:36])([CH3:35])[CH3:34])=[O:31])[CH2:26]3)[C:4]=2[N:5]=[CH:6][N:7]=1. The yield is 0.700.